Dataset: NCI-60 drug combinations with 297,098 pairs across 59 cell lines. Task: Regression. Given two drug SMILES strings and cell line genomic features, predict the synergy score measuring deviation from expected non-interaction effect. (1) Drug 1: CC1=C2C(C(=O)C3(C(CC4C(C3C(C(C2(C)C)(CC1OC(=O)C(C(C5=CC=CC=C5)NC(=O)OC(C)(C)C)O)O)OC(=O)C6=CC=CC=C6)(CO4)OC(=O)C)OC)C)OC. Drug 2: CC=C1C(=O)NC(C(=O)OC2CC(=O)NC(C(=O)NC(CSSCCC=C2)C(=O)N1)C(C)C)C(C)C. Cell line: IGROV1. Synergy scores: CSS=55.5, Synergy_ZIP=1.50, Synergy_Bliss=0.388, Synergy_Loewe=-5.79, Synergy_HSA=3.97. (2) Drug 1: CC(C1=C(C=CC(=C1Cl)F)Cl)OC2=C(N=CC(=C2)C3=CN(N=C3)C4CCNCC4)N. Drug 2: CC1=C(C(=O)C2=C(C1=O)N3CC4C(C3(C2COC(=O)N)OC)N4)N. Cell line: UACC-257. Synergy scores: CSS=13.8, Synergy_ZIP=-3.19, Synergy_Bliss=0.817, Synergy_Loewe=-2.26, Synergy_HSA=0.824. (3) Drug 1: C1CCC(CC1)NC(=O)N(CCCl)N=O. Drug 2: CC1C(C(CC(O1)OC2CC(OC(C2O)C)OC3=CC4=CC5=C(C(=O)C(C(C5)C(C(=O)C(C(C)O)O)OC)OC6CC(C(C(O6)C)O)OC7CC(C(C(O7)C)O)OC8CC(C(C(O8)C)O)(C)O)C(=C4C(=C3C)O)O)O)O. Cell line: CCRF-CEM. Synergy scores: CSS=32.0, Synergy_ZIP=-1.16, Synergy_Bliss=-3.00, Synergy_Loewe=-3.86, Synergy_HSA=-3.45. (4) Drug 1: CC1=C2C(C(=O)C3(C(CC4C(C3C(C(C2(C)C)(CC1OC(=O)C(C(C5=CC=CC=C5)NC(=O)OC(C)(C)C)O)O)OC(=O)C6=CC=CC=C6)(CO4)OC(=O)C)OC)C)OC. Drug 2: COC1=NC(=NC2=C1N=CN2C3C(C(C(O3)CO)O)O)N. Cell line: 786-0. Synergy scores: CSS=50.8, Synergy_ZIP=2.81, Synergy_Bliss=2.88, Synergy_Loewe=1.15, Synergy_HSA=4.42.